From a dataset of hERG Central: cardiac toxicity at 1µM, 10µM, and general inhibition. Predict hERG channel inhibition at various concentrations. (1) The drug is CCC(=O)N(C(=O)CC)N1CCN(c2ccncc2S(=O)(=O)N2CCCCC2)CC1. Results: hERG_inhib (hERG inhibition (general)): blocker. (2) The molecule is COc1cccc(CC2(CO)CCN(Cc3ccc(NC(C)=O)cc3)CC2)c1. Results: hERG_inhib (hERG inhibition (general)): blocker. (3) The molecule is O=C(CSc1nnc(-c2ccccc2Br)o1)Nc1nncs1. Results: hERG_inhib (hERG inhibition (general)): blocker. (4) The molecule is O=C(O)c1cn(Cc2ccccc2)c2ccccc2c1=O. Results: hERG_inhib (hERG inhibition (general)): blocker. (5) The drug is COc1ccc(/C=N\NC(=O)CCN2CCN(c3ccccc3)CC2)cc1OC. Results: hERG_inhib (hERG inhibition (general)): blocker. (6) The compound is Cc1ccc(-n2c(SCC(=O)NCc3ccco3)nnc2-c2cccnc2)cc1. Results: hERG_inhib (hERG inhibition (general)): blocker. (7) The molecule is CCN(CC)CCN(Cc1cc2cc(C)c(C)cc2[nH]c1=O)C(=S)NCc1ccco1. Results: hERG_inhib (hERG inhibition (general)): blocker.